Dataset: Forward reaction prediction with 1.9M reactions from USPTO patents (1976-2016). Task: Predict the product of the given reaction. (1) Given the reactants Cl.[NH2:2][CH:3]1[CH2:8][CH2:7][CH2:6][NH:5][C:4]1=[O:9].C([O-])([O-])=O.[K+].[K+].[Cl:16][C:17]1[CH:25]=[CH:24][C:20]([C:21](Cl)=[O:22])=[CH:19][CH:18]=1, predict the reaction product. The product is: [Cl:16][C:17]1[CH:25]=[CH:24][C:20]([C:21]([NH:2][CH:3]2[CH2:8][CH2:7][CH2:6][NH:5][C:4]2=[O:9])=[O:22])=[CH:19][CH:18]=1. (2) Given the reactants [NH2:1][C@H:2]1[CH2:7][CH2:6][C@H:5]([NH:8][C:9]2[C:18]3[C:13](=[CH:14][CH:15]=[C:16]([C:19]4[CH:24]=[C:23]([Cl:25])[C:22]([OH:26])=[C:21]([Cl:27])[CH:20]=4)[CH:17]=3)[N:12]=[CH:11][C:10]=2[C:28](=[O:32])[CH:29]([CH3:31])[CH3:30])[CH2:4][CH2:3]1.[ClH:33], predict the reaction product. The product is: [ClH:25].[ClH:33].[NH2:1][C@H:2]1[CH2:7][CH2:6][C@H:5]([NH:8][C:9]2[C:18]3[C:13](=[CH:14][CH:15]=[C:16]([C:19]4[CH:20]=[C:21]([Cl:27])[C:22]([OH:26])=[C:23]([Cl:25])[CH:24]=4)[CH:17]=3)[N:12]=[CH:11][C:10]=2[C:28](=[O:32])[CH:29]([CH3:30])[CH3:31])[CH2:4][CH2:3]1. (3) Given the reactants [N:1]([C:4]1[CH:9]=[C:8]([N+:10]([O-:12])=[O:11])[CH:7]=[CH:6][C:5]=1[O:13][CH2:14][C:15]([CH3:17])=[CH2:16])=[N+]=[N-], predict the reaction product. The product is: [CH3:16][C:15]12[CH2:17][N:1]1[C:4]1[CH:9]=[C:8]([N+:10]([O-:12])=[O:11])[CH:7]=[CH:6][C:5]=1[O:13][CH2:14]2. (4) The product is: [CH2:23]1[N:28]([C:36]([O:38][C:39]([CH3:42])([CH3:41])[CH3:40])=[O:37])[C@H:27]([C:29]([O:31][CH3:32])=[O:30])[CH2:26][N:25]2[CH2:33][CH2:34][CH2:35][C@H:24]12. Given the reactants C(N1[C@H](C(OC)=O)CN2CCC[C@@H]2C1)C1C=CC=CC=1.Cl.Cl.[CH2:23]1[NH:28][C@H:27]([C:29]([O:31][CH3:32])=[O:30])[CH2:26][N:25]2[CH2:33][CH2:34][CH2:35][C@H:24]12.[C:36](O[C:36]([O:38][C:39]([CH3:42])([CH3:41])[CH3:40])=[O:37])([O:38][C:39]([CH3:42])([CH3:41])[CH3:40])=[O:37], predict the reaction product. (5) Given the reactants [Cl:1][C:2]1[CH:3]=[C:4]2[C:10]([C:11]3[N:16]=[C:15]([NH:17][C@H:18]4[CH2:23]C[CH2:21][C@@H:20](NCCNC)[CH2:19]4)[C:14]([F:29])=[CH:13][N:12]=3)=[CH:9][NH:8][C:5]2=[N:6][CH:7]=1.[CH:30]([N:33](C(C)C)[CH2:34]C)(C)C.C(=O)(OC1C=CC([N+]([O-])=O)=CC=1)OC1C=CC([N+]([O-])=O)=CC=1.[CH3:61][N:62]([CH:64]=[O:65])[CH3:63], predict the reaction product. The product is: [Cl:1][C:2]1[CH:3]=[C:4]2[C:10]([C:11]3[N:16]=[C:15]([NH:17][C@H:18]4[CH2:19][CH2:20][CH2:21][C@@H:61]([N:62]5[CH2:63][CH2:30][N:33]([CH3:34])[C:64]5=[O:65])[CH2:23]4)[C:14]([F:29])=[CH:13][N:12]=3)=[CH:9][NH:8][C:5]2=[N:6][CH:7]=1. (6) The product is: [N:29]1([C:27](=[O:28])[CH2:26][O:1][C@H:2]2[C:11]3[C:6](=[CH:7][CH:8]=[CH:9][CH:10]=3)[C@@H:5]([N:12]3[C:20](=[O:21])[C:19]4[C:14](=[CH:15][CH:16]=[CH:17][CH:18]=4)[C:13]3=[O:22])[CH2:4][CH2:3]2)[CH2:34][CH2:33][O:32][CH2:31][CH2:30]1. Given the reactants [OH:1][C@H:2]1[C:11]2[C:6](=[CH:7][CH:8]=[CH:9][CH:10]=2)[C@@H:5]([N:12]2[C:20](=[O:21])[C:19]3[C:14](=[CH:15][CH:16]=[CH:17][CH:18]=3)[C:13]2=[O:22])[CH2:4][CH2:3]1.[H-].[Na+].Cl[CH2:26][C:27]([N:29]1[CH2:34][CH2:33][O:32][CH2:31][CH2:30]1)=[O:28], predict the reaction product. (7) Given the reactants P(Cl)(Cl)([Cl:3])=O.[Cl:6][C:7]1[C:8]([C:18]([NH:20][CH2:21][CH2:22][CH:23]2[CH2:28][CH2:27][CH2:26][CH2:25][CH2:24]2)=[O:19])=[C:9]2[C:14](=[CH:15][CH:16]=1)[N+:13](O)=[CH:12][CH:11]=[CH:10]2, predict the reaction product. The product is: [Cl:3][C:12]1[CH:11]=[CH:10][C:9]2[C:8]([C:18]([NH:20][CH2:21][CH2:22][CH:23]3[CH2:28][CH2:27][CH2:26][CH2:25][CH2:24]3)=[O:19])=[C:7]([Cl:6])[CH:16]=[CH:15][C:14]=2[N:13]=1. (8) Given the reactants [CH2:1]([C:8]1[C:9](Cl)=[N:10][C:11]2[C:16]([CH:17]=1)=[CH:15][CH:14]=[C:13]([Cl:18])[CH:12]=2)[C:2]1[CH:7]=[CH:6][CH:5]=[CH:4][CH:3]=1.[I-:20].[Na+].I, predict the reaction product. The product is: [CH2:1]([C:8]1[C:9]([I:20])=[N:10][C:11]2[C:16]([CH:17]=1)=[CH:15][CH:14]=[C:13]([Cl:18])[CH:12]=2)[C:2]1[CH:7]=[CH:6][CH:5]=[CH:4][CH:3]=1. (9) Given the reactants C(OC(=O)[NH:7][CH:8]([C:10]1[S:11][CH:12]=[C:13]([C:15]([N:17]2[C:26]3[C:21](=[CH:22][CH:23]=[CH:24][CH:25]=3)[CH2:20][CH2:19][CH2:18]2)=[O:16])[N:14]=1)[CH3:9])(C)(C)C.[ClH:28].O1CCOCC1, predict the reaction product. The product is: [ClH:28].[NH2:7][CH:8]([C:10]1[S:11][CH:12]=[C:13]([C:15]([N:17]2[C:26]3[C:21](=[CH:22][CH:23]=[CH:24][CH:25]=3)[CH2:20][CH2:19][CH2:18]2)=[O:16])[N:14]=1)[CH3:9].